From a dataset of Forward reaction prediction with 1.9M reactions from USPTO patents (1976-2016). Predict the product of the given reaction. (1) Given the reactants C(O)=C.[F:4][C:5]([F:9])=[C:6]([F:8])[F:7], predict the reaction product. The product is: [C:5]([F:9])([F:4])=[CH2:6].[F:4][C:5]([F:9])=[C:6]([F:8])[F:7]. (2) Given the reactants [Cl:1][C:2]1[N:10]=[C:9]2[C:5]([N:6]([CH2:11][C:12]3[CH:17]=[CH:16][C:15]([O:18][CH3:19])=[CH:14][CH:13]=3)[CH:7]=[N:8]2)=[C:4](Cl)[N:3]=1.[CH:21]1([C@H:25]([NH2:27])[CH3:26])[CH2:24][CH2:23][CH2:22]1, predict the reaction product. The product is: [Cl:1][C:2]1[N:10]=[C:9]2[C:5]([N:6]([CH2:11][C:12]3[CH:17]=[CH:16][C:15]([O:18][CH3:19])=[CH:14][CH:13]=3)[CH:7]=[N:8]2)=[C:4]([NH:27][C@@H:25]([CH:21]2[CH2:24][CH2:23][CH2:22]2)[CH3:26])[N:3]=1. (3) Given the reactants [Cl:1][C:2]1[N:3]=[CH:4][C:5]([C:8]([NH2:10])=O)=[N:6][CH:7]=1, predict the reaction product. The product is: [Cl:1][C:2]1[N:3]=[CH:4][C:5]([C:8]#[N:10])=[N:6][CH:7]=1. (4) Given the reactants [CH3:1][C:2]1[CH:10]=[CH:9][C:8]2[NH:7][C:6]3[CH:11]4[CH2:16][CH2:15][N:14]([C:5]=3[C:4]=2[CH:3]=1)[CH2:13][CH2:12]4.[CH3:17][C:18]1[CH:23]=[CH:22][C:21]([CH:24]=[CH2:25])=[CH:20][N:19]=1, predict the reaction product. The product is: [CH3:1][C:2]1[CH:10]=[CH:9][C:8]2[N:7]([CH2:25][CH2:24][C:21]3[CH:20]=[N:19][C:18]([CH3:17])=[CH:23][CH:22]=3)[C:6]3[CH:11]4[CH2:16][CH2:15][N:14]([C:5]=3[C:4]=2[CH:3]=1)[CH2:13][CH2:12]4.